Dataset: Forward reaction prediction with 1.9M reactions from USPTO patents (1976-2016). Task: Predict the product of the given reaction. (1) Given the reactants [C:1]1([N:7]2[C:12](=O)C3SC=C(C4C=CC=CC=4)C=3N=C2)[CH:6]=[CH:5][CH:4]=[CH:3][CH:2]=1.[NH2:23][C:24]1[C:28]([C:29]2[CH:34]=[CH:33][C:32]([Cl:35])=[CH:31][CH:30]=2)=[CH:27][S:26][C:25]=1[C:36]([O:38]C)=O.C(OCC)(OCC)OCC.[Cl:50]C1C=CC(N)=CC=1, predict the reaction product. The product is: [Cl:50][C:4]1[CH:5]=[CH:6][C:1]([N:7]2[C:36](=[O:38])[C:25]3[S:26][CH:27]=[C:28]([C:29]4[CH:30]=[CH:31][C:32]([Cl:35])=[CH:33][CH:34]=4)[C:24]=3[N:23]=[CH:12]2)=[CH:2][CH:3]=1. (2) Given the reactants [N:1]1([OH:14])[C:13]2[C:12]3[CH:11]=[CH:10][CH:9]=[CH:8][C:7]=3[N:6]=[CH:5][C:4]=2[N:3]=[CH:2]1.[I-], predict the reaction product. The product is: [N:1]1([O:14][N:1]2[C:13]3[C:12]4[CH:11]=[CH:10][CH:9]=[CH:8][C:7]=4[N:6]=[CH:5][C:4]=3[N:3]=[CH:2]2)[C:13]2[C:12]3[CH:11]=[CH:10][CH:9]=[CH:8][C:7]=3[N:6]=[CH:5][C:4]=2[N:3]=[CH:2]1. (3) Given the reactants [CH3:1][O:2][C:3]1[C:11]2[N:10]=[N:9][NH:8][C:7]=2[CH:6]=[CH:5][C:4]=1[C:12]([OH:14])=O.C(N1C=CN=C1)(N1C=CN=C1)=O.[CH2:27]([O:29][C:30](=[O:35])[CH2:31]C(O)=O)[CH3:28].CCN(CC)CC.[Mg+2].[Cl-].[Cl-].C(OC(=O)CC([O-])=O)C.[K+], predict the reaction product. The product is: [CH3:1][O:2][C:3]1[C:11]2[N:10]=[N:9][NH:8][C:7]=2[CH:6]=[CH:5][C:4]=1[C:12](=[O:14])[CH2:31][C:30]([O:29][CH2:27][CH3:28])=[O:35]. (4) Given the reactants [CH:1]1([NH2:7])[CH2:6][CH2:5][CH2:4][CH2:3][CH2:2]1.[Cl:8][C:9]1[CH:14]=[C:13]([I:15])[CH:12]=[C:11](Cl)[N:10]=1, predict the reaction product. The product is: [Cl:8][C:9]1[N:10]=[C:11]([NH:7][CH:1]2[CH2:6][CH2:5][CH2:4][CH2:3][CH2:2]2)[CH:12]=[C:13]([I:15])[CH:14]=1. (5) Given the reactants [CH2:1]([O:3][C:4]([C:6]1[C:7]([OH:26])=[C:8]2[CH:16]=[CH:15][N:14](CC3C=CC(OC)=CC=3)[C:9]2=[C:10]([C:12]#[N:13])[N:11]=1)=[O:5])[CH3:2].[C:27]([O:30][C:31](=O)[CH3:32])(=O)C, predict the reaction product. The product is: [CH2:1]([O:3][C:4]([C:6]1[C:7]([O:26][C:1](=[O:3])[CH3:2])=[C:8]2[CH:16]=[CH:15][N:14]([C:6]3[CH:4]=[CH:32][C:31]([O:30][CH3:27])=[CH:8][CH:7]=3)[C:9]2=[C:10]([C:12]#[N:13])[N:11]=1)=[O:5])[CH3:2]. (6) Given the reactants [C:1]([O:5][C:6](=[O:31])[CH2:7][C:8]1[CH:9]=[C:10]([NH:17][C:18]2[CH:27]=[CH:26][C:25]([CH:28]3[CH2:30][CH2:29]3)=[CH:24][C:19]=2[C:20]([O:22][CH3:23])=[O:21])[CH:11]=[CH:12][C:13]=1[N+:14]([O-])=O)([CH3:4])([CH3:3])[CH3:2].[Cl-].[NH4+].C(O)C, predict the reaction product. The product is: [NH2:14][C:13]1[CH:12]=[CH:11][C:10]([NH:17][C:18]2[CH:27]=[CH:26][C:25]([CH:28]3[CH2:30][CH2:29]3)=[CH:24][C:19]=2[C:20]([O:22][CH3:23])=[O:21])=[CH:9][C:8]=1[CH2:7][C:6]([O:5][C:1]([CH3:4])([CH3:3])[CH3:2])=[O:31].